From a dataset of Full USPTO retrosynthesis dataset with 1.9M reactions from patents (1976-2016). Predict the reactants needed to synthesize the given product. (1) The reactants are: [C:1]([O:5][C:6]([N:8]1[CH2:13][CH2:12][CH:11]([C:14]([OH:16])=O)[CH2:10][CH2:9]1)=[O:7])([CH3:4])([CH3:3])[CH3:2].C1C=NC2N(O)N=NC=2C=1.Cl.[CH:28]([N:31]1[CH2:36][CH2:35][NH:34][CH2:33][C@@H:32]1[CH3:37])([CH3:30])[CH3:29].C(N(CC)C(C)C)(C)C. Given the product [CH:28]([N:31]1[CH2:36][CH2:35][N:34]([C:14]([CH:11]2[CH2:10][CH2:9][N:8]([C:6]([O:5][C:1]([CH3:2])([CH3:3])[CH3:4])=[O:7])[CH2:13][CH2:12]2)=[O:16])[CH2:33][C@@H:32]1[CH3:37])([CH3:30])[CH3:29], predict the reactants needed to synthesize it. (2) Given the product [CH3:24][N:23]1[CH2:3][CH2:2][CH:1]([N:7]2[C:12](=[O:13])[C:11]3[S:14][CH:15]=[C:16]([C:17]4[CH:22]=[CH:21][CH:20]=[CH:19][CH:18]=4)[C:10]=3[N:9]=[CH:8]2)[CH2:6][CH2:5]1, predict the reactants needed to synthesize it. The reactants are: [C:1]1([N:7]2[C:12](=[O:13])[C:11]3[S:14][CH:15]=[C:16]([C:17]4[CH:22]=[CH:21][CH:20]=[CH:19][CH:18]=4)[C:10]=3[N:9]=[CH:8]2)[CH:6]=[CH:5]C=[CH:3][CH:2]=1.[NH2:23][C:24]1C(C2C=CC=CC=2)=CSC=1C(OC)=O.C(OCC)(OCC)OCC.CN1CCC(N)CC1. (3) Given the product [N+:14]([C:10]1[C:6]2[C:7](=[O:8])[NH:1][CH2:2][CH2:3][NH:4][C:5]=2[CH:13]=[CH:12][CH:11]=1)([O-:16])=[O:15], predict the reactants needed to synthesize it. The reactants are: [NH2:1][CH2:2][CH2:3][NH:4][C:5]1[CH:13]=[CH:12][CH:11]=[C:10]([N+:14]([O-:16])=[O:15])[C:6]=1[C:7](O)=[O:8].C1C=CC2N(O)N=NC=2C=1.F[P-](F)(F)(F)(F)F.N1(O[P+](N(C)C)(N(C)C)N(C)C)C2C=CC=CC=2N=N1.CN1CCOCC1. (4) The reactants are: [CH2:1]1[CH2:14][O:13][C:8]23[O:9][CH2:10][CH2:11][O:12][C:3]2([C@:4]2([CH2:27][CH2:26][C@H:25]4[C@@H:15]([CH2:16][C:17](=O)[C@:18]5([OH:28])[C@:23]4([CH3:24])[CH2:22][CH2:21][CH2:20][CH2:19]5)[C@@H:6]2[CH2:7]3)[CH3:5])[O:2]1.[OH:30]/[N:31]=C1\C[C@@H]2[C@@H]([C@]3(C)C\1CC(=O)CC3)CC[C@@]1(C)[C@H]2CCC1=O. Given the product [CH2:1]1[CH2:14][O:13][C:8]23[O:9][CH2:10][CH2:11][O:12][C:3]2([C@:4]2([CH2:27][CH2:26][C@H:25]4[C@@H:15]([CH2:16]/[C:17](=[N:31]\[OH:30])/[C@:18]5([OH:28])[C@:23]4([CH3:24])[CH2:22][CH2:21][CH2:20][CH2:19]5)[C@@H:6]2[CH2:7]3)[CH3:5])[O:2]1, predict the reactants needed to synthesize it. (5) Given the product [C:9]([O:13][C:14]([NH:15][C:16]1[C:21]([C:23]([OH:25])=[O:24])=[CH:20][N:19]=[CH:18][CH:17]=1)=[O:22])([CH3:12])([CH3:10])[CH3:11], predict the reactants needed to synthesize it. The reactants are: CN(CCN(C)C)C.[C:9]([O:13][C:14](=[O:22])[NH:15][C:16]1[CH:21]=[CH:20][N:19]=[CH:18][CH:17]=1)([CH3:12])([CH3:11])[CH3:10].[C:23](=[O:25])=[O:24].[OH-].[Na+].